Dataset: Forward reaction prediction with 1.9M reactions from USPTO patents (1976-2016). Task: Predict the product of the given reaction. (1) Given the reactants [O:1]1[C:5]2[CH:6]=[CH:7][CH:8]=[CH:9][C:4]=2[N:3]=[C:2]1[C:10]1[CH:11]=[CH:12][C:13]([NH:17][CH:18]2[CH2:23][CH2:22][O:21][CH2:20][CH2:19]2)=[C:14]([CH:16]=1)[NH2:15].[CH:24](=O)[C:25]1[C:26]([O:31][CH3:32])=[CH:27][CH:28]=[CH:29][CH:30]=1.OOS([O-])=O.[K+].C(=O)([O-])[O-].[K+].[K+], predict the reaction product. The product is: [O:1]1[C:5]2[CH:6]=[CH:7][CH:8]=[CH:9][C:4]=2[N:3]=[C:2]1[C:10]1[CH:11]=[CH:12][C:13]2[N:17]([CH:18]3[CH2:23][CH2:22][O:21][CH2:20][CH2:19]3)[C:24]([C:25]3[CH:30]=[CH:29][CH:28]=[CH:27][C:26]=3[O:31][CH3:32])=[N:15][C:14]=2[CH:16]=1. (2) Given the reactants [Cl:1][C:2]1[CH:3]=[C:4]([CH3:8])[CH:5]=[CH:6][CH:7]=1.C(O[O:14][C:15]([CH3:18])(C)C)(C)(C)C.[C]=O.[CH2:21]([OH:23])C, predict the reaction product. The product is: [Cl:1][C:2]1[CH:3]=[C:4]([CH2:8][C:21]([O:14][CH2:15][CH3:18])=[O:23])[CH:5]=[CH:6][CH:7]=1.